Regression. Given two drug SMILES strings and cell line genomic features, predict the synergy score measuring deviation from expected non-interaction effect. From a dataset of NCI-60 drug combinations with 297,098 pairs across 59 cell lines. (1) Drug 1: CN(CCCl)CCCl.Cl. Drug 2: CC1C(C(CC(O1)OC2CC(CC3=C2C(=C4C(=C3O)C(=O)C5=C(C4=O)C(=CC=C5)OC)O)(C(=O)CO)O)N)O.Cl. Cell line: MDA-MB-231. Synergy scores: CSS=43.1, Synergy_ZIP=-4.19, Synergy_Bliss=-6.05, Synergy_Loewe=-6.20, Synergy_HSA=-2.54. (2) Drug 1: CN(CC1=CN=C2C(=N1)C(=NC(=N2)N)N)C3=CC=C(C=C3)C(=O)NC(CCC(=O)O)C(=O)O. Drug 2: C1=NC2=C(N1)C(=S)N=CN2. Cell line: SNB-19. Synergy scores: CSS=59.4, Synergy_ZIP=-2.91, Synergy_Bliss=0.396, Synergy_Loewe=-7.61, Synergy_HSA=0.223.